From a dataset of Catalyst prediction with 721,799 reactions and 888 catalyst types from USPTO. Predict which catalyst facilitates the given reaction. (1) Reactant: [CH3:1][N:2]([CH3:24])[S:3]([N:6]1[CH:10]=[CH:9][N:8]=[C:7]1[Sn](CCCC)(CCCC)CCCC)(=[O:5])=[O:4].C1(C)C(C([O:33][C@@H:34]2[C@@H:38]([CH2:39][O:40]C(C3C(C)=CC=CC=3)=O)[O:37][C@@H:36]([N:50]3[C:54]4=[N:55][CH:56]=[CH:57][C:58](I)=[C:53]4[CH:52]=[CH:51]3)[CH2:35]2)=O)=CC=CC=1.[Cl-].[Li+]. Product: [C@@H:36]1([N:50]2[C:54]3=[N:55][CH:56]=[CH:57][C:58]([C:7]4[N:6]([S:3]([N:2]([CH3:1])[CH3:24])(=[O:4])=[O:5])[CH:10]=[CH:9][N:8]=4)=[C:53]3[CH:52]=[CH:51]2)[O:37][C@H:38]([CH2:39][OH:40])[C@@H:34]([OH:33])[CH2:35]1. The catalyst class is: 77. (2) Reactant: Cl[C:2]1[CH:7]=[CH:6][C:5]([O:8][CH3:9])=[CH:4][C:3]=1[N+:10]([O-:12])=[O:11].[C:13]1([NH2:20])[CH:18]=[CH:17][C:16]([NH2:19])=[CH:15][CH:14]=1.C([O-])([O-])=O.[K+].[K+]. Product: [CH3:9][O:8][C:5]1[CH:6]=[CH:7][C:2]([NH:19][C:16]2[CH:17]=[CH:18][C:13]([NH2:20])=[CH:14][CH:15]=2)=[C:3]([N+:10]([O-:12])=[O:11])[CH:4]=1. The catalyst class is: 3. (3) Reactant: COC([C:5]1[C:6]([C:15]([CH3:18])([CH3:17])[CH3:16])=[N:7][N:8]2[CH:13]=[C:12]([Br:14])[CH:11]=[CH:10][C:9]=12)=O.[OH-].[Na+]. Product: [Br:14][C:12]1[CH:11]=[CH:10][C:9]2[N:8]([N:7]=[C:6]([C:15]([CH3:18])([CH3:17])[CH3:16])[CH:5]=2)[CH:13]=1. The catalyst class is: 561. (4) Reactant: O.O.O.O.[C:5]([O-:8])(=[O:7])[CH3:6].[Mg+2:9].[C:10]([O-:13])(=[O:12])[CH3:11]. Product: [C:5]([O-:8])(=[O:7])[CH3:6].[Mg+2:9].[C:10]([O-:13])(=[O:12])[CH3:11]. The catalyst class is: 8. (5) Reactant: [CH:1]1([C:4]([N:6]2[CH2:11][CH2:10][N:9]([C:12]([C:14]3[CH:19]=[CH:18][C:17]([CH:20]4[C:29](=O)[C:28]5[C:27]([C:31](OC)=[O:32])=[CH:26][CH:25]=[CH:24][C:23]=5[NH:22][CH:21]4[C:35]4[CH:40]=[CH:39][CH:38]=[CH:37][CH:36]=4)=[CH:16][CH:15]=3)=[O:13])[CH2:8][CH2:7]2)=O)[CH2:3][CH2:2]1.[OH2:41].[NH2:42][NH2:43]. Product: [CH:1]1([C:4]([N:6]2[CH2:7][CH2:8][N:9]([C:12]([C:14]3[CH:15]=[CH:16][C:17]([CH:20]4[C:29]5=[N:42][NH:43][C:31](=[O:32])[C:27]6[CH:26]=[CH:25][CH:24]=[C:23]([C:28]=65)[NH:22][CH:21]4[C:35]4[CH:36]=[CH:37][CH:38]=[CH:39][CH:40]=4)=[CH:18][CH:19]=3)=[O:13])[CH2:10][CH2:11]2)=[O:41])[CH2:2][CH2:3]1. The catalyst class is: 5.